Dataset: Reaction yield outcomes from USPTO patents with 853,638 reactions. Task: Predict the reaction yield, written as a fraction of the theoretical maximum amount of product (1.0 means a 100% yield; for example, 0.34 means a 34% yield). (1) The reactants are [Br:1][C:2]1[CH:3]=[CH:4][C:5]([NH2:8])=[N:6][CH:7]=1.[C:9](#[N:16])[C:10]1[CH:15]=[CH:14][CH:13]=[N:12][CH:11]=1. The catalyst is [Cu]Br.O.N1C2C(=CC=C3C=2N=CC=C3)C=CC=1. The product is [Br:1][C:2]1[CH:3]=[CH:4][C:5]2[N:6]([N:16]=[C:9]([C:10]3[CH:11]=[N:12][CH:13]=[CH:14][CH:15]=3)[N:8]=2)[CH:7]=1. The yield is 0.520. (2) The reactants are Cl[C:2]1[CH:7]=[C:6](Cl)[N:5]=[CH:4][N:3]=1.[C:9]1(B(O)O)[CH:14]=[CH:13][CH:12]=[CH:11][CH:10]=1.C(=O)([O-])[O-].[Na+].[Na+]. The catalyst is C1C=CC(P(C2C=CC=CC=2)C2C=CC=CC=2)=CC=1.C1C=CC(P(C2C=CC=CC=2)C2C=CC=CC=2)=CC=1.Cl[Pd]Cl.O.C(#N)C. The product is [C:9]1([C:2]2[CH:7]=[C:6]([C:9]3[CH:14]=[CH:13][CH:12]=[CH:11][CH:10]=3)[N:5]=[CH:4][N:3]=2)[CH:14]=[CH:13][CH:12]=[CH:11][CH:10]=1. The yield is 0.380. (3) The reactants are [CH2:1]1[CH:6]2[CH2:7][CH2:8][CH2:9][N:5]2[CH2:4][CH2:3][N:2]1[C:10]1[CH:19]=[CH:18][C:13]([C:14]([O:16]C)=O)=[CH:12][CH:11]=1.[NH2:20][C:21]1[N:25](C(OC(C)(C)C)=O)[N:24]=[C:23]([CH2:33][CH2:34][C:35]2[CH:40]=[C:39]([O:41][CH3:42])[CH:38]=[C:37]([O:43][CH3:44])[CH:36]=2)[CH:22]=1.C[Si]([N-][Si](C)(C)C)(C)C.[Na+]. The catalyst is C1COCC1. The product is [CH2:1]1[CH:6]2[CH2:7][CH2:8][CH2:9][N:5]2[CH2:4][CH2:3][N:2]1[C:10]1[CH:11]=[CH:12][C:13]([C:14]([NH:20][C:21]2[NH:25][N:24]=[C:23]([CH2:33][CH2:34][C:35]3[CH:40]=[C:39]([O:41][CH3:42])[CH:38]=[C:37]([O:43][CH3:44])[CH:36]=3)[CH:22]=2)=[O:16])=[CH:18][CH:19]=1. The yield is 0.100. (4) The product is [F:26][C:23]1[CH:24]=[C:25]2[C:20](=[CH:21][CH:22]=1)[NH:19][CH:18]=[C:17]2[CH2:16][CH2:15][NH:13][CH:6]1[CH2:5][C:4]2[C:9](=[CH:10][CH:11]=[CH:12][C:3]=2[O:2][CH3:1])[O:8][CH2:7]1. The yield is 0.230. The reactants are [CH3:1][O:2][C:3]1[CH:12]=[CH:11][CH:10]=[C:9]2[C:4]=1[CH2:5][CH:6]([NH2:13])[CH2:7][O:8]2.Br[CH2:15][CH2:16][C:17]1[C:25]2[C:20](=[CH:21][CH:22]=[C:23]([F:26])[CH:24]=2)[NH:19][CH:18]=1.C(N(CC)CC)C.CCOC(C)=O.CCCCCC. The catalyst is CS(C)=O. (5) The reactants are [Br:1][C:2]1[CH:21]=[CH:20][C:5]([CH2:6][NH:7][C:8](=[O:19])[C:9]2[CH:14]=[C:13]([CH3:15])[C:12]([F:16])=[CH:11][C:10]=2[O:17]C)=[C:4]([F:22])[CH:3]=1.Br.[Na+].[Cl-].C(OCC)(=O)C. The catalyst is C(O)(=O)C. The product is [Br:1][C:2]1[CH:21]=[CH:20][C:5]([CH2:6][NH:7][C:8](=[O:19])[C:9]2[CH:14]=[C:13]([CH3:15])[C:12]([F:16])=[CH:11][C:10]=2[OH:17])=[C:4]([F:22])[CH:3]=1. The yield is 0.730. (6) The reactants are [N:1]([C:4]1[CH:14]=[CH:13][C:7]([C:8]([NH:10][CH2:11][CH3:12])=[O:9])=[CH:6][CH:5]=1)=[N+:2]=[N-:3].[C:15](OC)(=[O:21])[CH2:16][C:17]([O:19][CH3:20])=[O:18].C[O-].[Na+]. The catalyst is CO. The product is [CH2:11]([NH:10][C:8]([C:7]1[CH:6]=[CH:5][C:4]([N:1]2[C:15]([OH:21])=[C:16]([C:17]([O:19][CH3:20])=[O:18])[N:3]=[N:2]2)=[CH:14][CH:13]=1)=[O:9])[CH3:12]. The yield is 0.430. (7) The reactants are [CH2:1]([NH:3][C:4]1[CH:9]=[CH:8][C:7]([C:10]([OH:19])([C:15]([F:18])([F:17])[F:16])[C:11]([F:14])([F:13])[F:12])=[CH:6][CH:5]=1)[CH3:2].Cl[CH2:21][C:22]1[N:23]=[C:24]([C:28]2[CH:33]=[CH:32][CH:31]=[C:30]([C:34]([F:37])([F:36])[F:35])[CH:29]=2)[O:25][C:26]=1[CH3:27]. The catalyst is CN(C=O)C. The product is [CH2:1]([N:3]([CH2:21][C:22]1[N:23]=[C:24]([C:28]2[CH:33]=[CH:32][CH:31]=[C:30]([C:34]([F:37])([F:36])[F:35])[CH:29]=2)[O:25][C:26]=1[CH3:27])[C:4]1[CH:5]=[CH:6][C:7]([C:10]([OH:19])([C:11]([F:13])([F:14])[F:12])[C:15]([F:16])([F:18])[F:17])=[CH:8][CH:9]=1)[CH3:2]. The yield is 0.530.